Dataset: Full USPTO retrosynthesis dataset with 1.9M reactions from patents (1976-2016). Task: Predict the reactants needed to synthesize the given product. (1) Given the product [CH2:1]([N:8]([CH2:25][C:26](=[O:28])[CH3:27])[C:9]1[CH:10]=[CH:11][C:12]([O:13][CH3:14])=[CH:15][CH:16]=1)[C:2]1[CH:3]=[CH:4][CH:5]=[CH:6][CH:7]=1, predict the reactants needed to synthesize it. The reactants are: [CH2:1]([NH:8][C:9]1[CH:16]=[CH:15][C:12]([O:13][CH3:14])=[CH:11][CH:10]=1)[C:2]1[CH:7]=[CH:6][CH:5]=[CH:4][CH:3]=1.[Br-].[Li+].C([O-])(O)=O.[Na+].Cl[CH2:25][C:26](=[O:28])[CH3:27]. (2) Given the product [CH3:26][C:2]([CH3:1])([CH3:27])[CH2:3][O:4][C:5]1[C:10]([O:11][CH3:12])=[CH:9][CH:8]=[CH:7][C:6]=1/[CH:13]=[CH:14]/[C:15]1[N:16]=[C:17]2[N:21]([C:22]=1[C:23]([NH:35][C:32]1[S:33][CH:34]=[C:30]([C:29]([F:37])([F:36])[F:28])[N:31]=1)=[O:24])[CH:20]=[CH:19][S:18]2, predict the reactants needed to synthesize it. The reactants are: [CH3:1][C:2]([CH3:27])([CH3:26])[CH2:3][O:4][C:5]1[C:10]([O:11][CH3:12])=[CH:9][CH:8]=[CH:7][C:6]=1/[CH:13]=[CH:14]/[C:15]1[N:16]=[C:17]2[N:21]([C:22]=1[C:23](O)=[O:24])[CH:20]=[CH:19][S:18]2.[F:28][C:29]([F:37])([F:36])[C:30]1[N:31]=[C:32]([NH2:35])[S:33][CH:34]=1.CCN=C=NCCCN(C)C.Cl.